This data is from Peptide-MHC class I binding affinity with 185,985 pairs from IEDB/IMGT. The task is: Regression. Given a peptide amino acid sequence and an MHC pseudo amino acid sequence, predict their binding affinity value. This is MHC class I binding data. (1) The peptide sequence is AQLYAYAGF. The MHC is HLA-A03:01 with pseudo-sequence HLA-A03:01. The binding affinity (normalized) is 0.0847. (2) The peptide sequence is AAAQGQAPL. The MHC is HLA-A69:01 with pseudo-sequence HLA-A69:01. The binding affinity (normalized) is 0.0847. (3) The MHC is BoLA-AW10 with pseudo-sequence BoLA-AW10. The peptide sequence is ILRQNMIAL. The binding affinity (normalized) is 0.0641. (4) The peptide sequence is TLYAVATTFV. The MHC is HLA-A02:01 with pseudo-sequence HLA-A02:01. The binding affinity (normalized) is 0.741.